This data is from Peptide-MHC class I binding affinity with 185,985 pairs from IEDB/IMGT. The task is: Regression. Given a peptide amino acid sequence and an MHC pseudo amino acid sequence, predict their binding affinity value. This is MHC class I binding data. The MHC is HLA-A68:02 with pseudo-sequence HLA-A68:02. The binding affinity (normalized) is 0.936. The peptide sequence is TVLSFCAFA.